Dataset: Catalyst prediction with 721,799 reactions and 888 catalyst types from USPTO. Task: Predict which catalyst facilitates the given reaction. (1) Reactant: [NH2:1][C:2]1[CH:7]=[C:6]([F:8])[CH:5]=[CH:4][C:3]=1[NH:9][C:10]([NH:12][C:13]1[C:17]([Cl:18])=[CH:16][S:15][CH:14]=1)=S.[OH-].[Na+].C1(C)C=CC(S([Cl:30])(=O)=O)=CC=1.C(OCC)(=O)C. Product: [ClH:18].[Cl:30][C:14]1[S:15][CH:16]=[C:17]([Cl:18])[C:13]=1[NH:12][C:10]1[NH:9][C:3]2[CH:4]=[CH:5][C:6]([F:8])=[CH:7][C:2]=2[N:1]=1. The catalyst class is: 20. (2) Reactant: Br[C:2]1[CH:3]=[C:4]([C:8]2[C:17]3[C:12](=[C:13]([C:18]([F:21])([F:20])[F:19])[CH:14]=[CH:15][CH:16]=3)[N:11]=[C:10]([CH3:22])[N:9]=2)[CH:5]=[CH:6][CH:7]=1.[CH3:23][S:24]([C:27]1[CH:28]=[C:29](B(O)O)[CH:30]=[CH:31][CH:32]=1)(=[O:26])=[O:25].C([O-])([O-])=O.[Na+].[Na+]. Product: [CH3:23][S:24]([C:27]1[CH:32]=[C:31]([C:2]2[CH:7]=[CH:6][CH:5]=[C:4]([C:8]3[C:17]4[C:12](=[C:13]([C:18]([F:20])([F:21])[F:19])[CH:14]=[CH:15][CH:16]=4)[N:11]=[C:10]([CH3:22])[N:9]=3)[CH:3]=2)[CH:30]=[CH:29][CH:28]=1)(=[O:26])=[O:25]. The catalyst class is: 335. (3) Reactant: N1C=CC=CC=1.N1C(F)=NC(F)=NC=1[F:9].[C:16]([O:20][C@@H:21]([CH3:45])[C@:22]([NH:27][C:28]([O:30][CH2:31][CH:32]1[C:44]2[CH:43]=[CH:42][CH:41]=[CH:40][C:39]=2[C:38]2[C:33]1=[CH:34][CH:35]=[CH:36][CH:37]=2)=[O:29])([CH3:26])[C:23](O)=[O:24])([CH3:19])([CH3:18])[CH3:17].O. Product: [CH:43]1[C:44]2[CH:32]([CH2:31][O:30][C:28](=[O:29])[NH:27][C@:22]([C:23]([F:9])=[O:24])([CH3:26])[C@@H:21]([O:20][C:16]([CH3:19])([CH3:18])[CH3:17])[CH3:45])[C:33]3[C:38](=[CH:37][CH:36]=[CH:35][CH:34]=3)[C:39]=2[CH:40]=[CH:41][CH:42]=1. The catalyst class is: 4.